Dataset: NCI-60 drug combinations with 297,098 pairs across 59 cell lines. Task: Regression. Given two drug SMILES strings and cell line genomic features, predict the synergy score measuring deviation from expected non-interaction effect. (1) Drug 1: C1CN1C2=NC(=NC(=N2)N3CC3)N4CC4. Drug 2: C#CCC(CC1=CN=C2C(=N1)C(=NC(=N2)N)N)C3=CC=C(C=C3)C(=O)NC(CCC(=O)O)C(=O)O. Cell line: NCI-H226. Synergy scores: CSS=12.2, Synergy_ZIP=-4.04, Synergy_Bliss=-1.23, Synergy_Loewe=0.206, Synergy_HSA=0.00309. (2) Drug 1: CC1=C(C=C(C=C1)NC2=NC=CC(=N2)N(C)C3=CC4=NN(C(=C4C=C3)C)C)S(=O)(=O)N.Cl. Drug 2: CC(C)CN1C=NC2=C1C3=CC=CC=C3N=C2N. Cell line: UACC-257. Synergy scores: CSS=-2.70, Synergy_ZIP=0.861, Synergy_Bliss=-2.29, Synergy_Loewe=-4.19, Synergy_HSA=-4.09. (3) Cell line: KM12. Synergy scores: CSS=72.9, Synergy_ZIP=-5.76, Synergy_Bliss=-2.04, Synergy_Loewe=-0.176, Synergy_HSA=2.96. Drug 2: CC=C1C(=O)NC(C(=O)OC2CC(=O)NC(C(=O)NC(CSSCCC=C2)C(=O)N1)C(C)C)C(C)C. Drug 1: CC1C(C(CC(O1)OC2CC(CC3=C2C(=C4C(=C3O)C(=O)C5=C(C4=O)C(=CC=C5)OC)O)(C(=O)C)O)N)O.Cl. (4) Cell line: HS 578T. Drug 2: N.N.Cl[Pt+2]Cl. Synergy scores: CSS=10.8, Synergy_ZIP=-2.08, Synergy_Bliss=1.69, Synergy_Loewe=-16.8, Synergy_HSA=-0.0895. Drug 1: CC1C(C(CC(O1)OC2CC(CC3=C2C(=C4C(=C3O)C(=O)C5=C(C4=O)C(=CC=C5)OC)O)(C(=O)C)O)N)O.Cl. (5) Synergy scores: CSS=21.6, Synergy_ZIP=-0.621, Synergy_Bliss=-1.41, Synergy_Loewe=-7.99, Synergy_HSA=-1.04. Cell line: 786-0. Drug 2: CN(CC1=CN=C2C(=N1)C(=NC(=N2)N)N)C3=CC=C(C=C3)C(=O)NC(CCC(=O)O)C(=O)O. Drug 1: CC(C1=C(C=CC(=C1Cl)F)Cl)OC2=C(N=CC(=C2)C3=CN(N=C3)C4CCNCC4)N. (6) Cell line: MDA-MB-231. Synergy scores: CSS=6.01, Synergy_ZIP=1.34, Synergy_Bliss=4.91, Synergy_Loewe=4.22, Synergy_HSA=3.64. Drug 1: CC1C(C(CC(O1)OC2CC(CC3=C2C(=C4C(=C3O)C(=O)C5=C(C4=O)C(=CC=C5)OC)O)(C(=O)CO)O)N)O.Cl. Drug 2: CS(=O)(=O)OCCCCOS(=O)(=O)C. (7) Drug 1: CN(C)C1=NC(=NC(=N1)N(C)C)N(C)C. Drug 2: C1CC(C1)(C(=O)O)C(=O)O.[NH2-].[NH2-].[Pt+2]. Synergy scores: CSS=38.3, Synergy_ZIP=0.137, Synergy_Bliss=0.00562, Synergy_Loewe=-29.0, Synergy_HSA=-2.13. Cell line: 786-0. (8) Drug 1: C#CCC(CC1=CN=C2C(=N1)C(=NC(=N2)N)N)C3=CC=C(C=C3)C(=O)NC(CCC(=O)O)C(=O)O. Drug 2: CS(=O)(=O)OCCCCOS(=O)(=O)C. Cell line: UACC-257. Synergy scores: CSS=6.78, Synergy_ZIP=-2.11, Synergy_Bliss=-0.191, Synergy_Loewe=0.890, Synergy_HSA=-0.476.